Dataset: NCI-60 drug combinations with 297,098 pairs across 59 cell lines. Task: Regression. Given two drug SMILES strings and cell line genomic features, predict the synergy score measuring deviation from expected non-interaction effect. (1) Drug 1: C1=NC(=NC(=O)N1C2C(C(C(O2)CO)O)O)N. Drug 2: COCCOC1=C(C=C2C(=C1)C(=NC=N2)NC3=CC=CC(=C3)C#C)OCCOC.Cl. Cell line: OVCAR-5. Synergy scores: CSS=30.8, Synergy_ZIP=-6.29, Synergy_Bliss=5.23, Synergy_Loewe=-3.39, Synergy_HSA=4.43. (2) Drug 1: CC1CCC2CC(C(=CC=CC=CC(CC(C(=O)C(C(C(=CC(C(=O)CC(OC(=O)C3CCCCN3C(=O)C(=O)C1(O2)O)C(C)CC4CCC(C(C4)OC)O)C)C)O)OC)C)C)C)OC. Drug 2: CC(C)(C#N)C1=CC(=CC(=C1)CN2C=NC=N2)C(C)(C)C#N. Cell line: HCT-15. Synergy scores: CSS=-17.3, Synergy_ZIP=10.5, Synergy_Bliss=6.22, Synergy_Loewe=-8.38, Synergy_HSA=-7.26. (3) Drug 1: CC12CCC(CC1=CCC3C2CCC4(C3CC=C4C5=CN=CC=C5)C)O. Drug 2: CC12CCC3C(C1CCC2=O)CC(=C)C4=CC(=O)C=CC34C. Cell line: OVCAR-8. Synergy scores: CSS=41.5, Synergy_ZIP=0.0144, Synergy_Bliss=1.62, Synergy_Loewe=-6.50, Synergy_HSA=1.66. (4) Cell line: HOP-62. Drug 2: COC1=CC(=CC(=C1O)OC)C2C3C(COC3=O)C(C4=CC5=C(C=C24)OCO5)OC6C(C(C7C(O6)COC(O7)C8=CC=CS8)O)O. Drug 1: C1=CC(=CC=C1CCC2=CNC3=C2C(=O)NC(=N3)N)C(=O)NC(CCC(=O)O)C(=O)O. Synergy scores: CSS=48.1, Synergy_ZIP=0.311, Synergy_Bliss=4.34, Synergy_Loewe=2.84, Synergy_HSA=7.30.